This data is from Full USPTO retrosynthesis dataset with 1.9M reactions from patents (1976-2016). The task is: Predict the reactants needed to synthesize the given product. Given the product [Br:24][CH2:25][C:26]([N:7]1[CH2:6][CH2:5][C:4]2([CH2:3][N:2]([C:10]([O:12][C:13]([CH3:16])([CH3:15])[CH3:14])=[O:11])[CH2:1]2)[CH2:9][CH2:8]1)=[O:27], predict the reactants needed to synthesize it. The reactants are: [CH2:1]1[C:4]2([CH2:9][CH2:8][NH:7][CH2:6][CH2:5]2)[CH2:3][N:2]1[C:10]([O:12][C:13]([CH3:16])([CH3:15])[CH3:14])=[O:11].C(N(CC)CC)C.[Br:24][CH2:25][C:26](Cl)=[O:27].